Dataset: NCI-60 drug combinations with 297,098 pairs across 59 cell lines. Task: Regression. Given two drug SMILES strings and cell line genomic features, predict the synergy score measuring deviation from expected non-interaction effect. (1) Drug 1: CC1=C2C(C(=O)C3(C(CC4C(C3C(C(C2(C)C)(CC1OC(=O)C(C(C5=CC=CC=C5)NC(=O)OC(C)(C)C)O)O)OC(=O)C6=CC=CC=C6)(CO4)OC(=O)C)OC)C)OC. Drug 2: C1C(C(OC1N2C=NC(=NC2=O)N)CO)O. Cell line: DU-145. Synergy scores: CSS=62.4, Synergy_ZIP=9.12, Synergy_Bliss=8.76, Synergy_Loewe=-11.8, Synergy_HSA=9.48. (2) Synergy scores: CSS=25.0, Synergy_ZIP=-11.7, Synergy_Bliss=-1.02, Synergy_Loewe=-5.79, Synergy_HSA=0.735. Drug 2: CC1=C(C(=O)C2=C(C1=O)N3CC4C(C3(C2COC(=O)N)OC)N4)N. Cell line: HOP-92. Drug 1: C1C(C(OC1N2C=NC3=C(N=C(N=C32)Cl)N)CO)O. (3) Drug 1: CS(=O)(=O)C1=CC(=C(C=C1)C(=O)NC2=CC(=C(C=C2)Cl)C3=CC=CC=N3)Cl. Drug 2: C1CCC(CC1)NC(=O)N(CCCl)N=O. Cell line: SK-MEL-28. Synergy scores: CSS=31.4, Synergy_ZIP=12.5, Synergy_Bliss=15.4, Synergy_Loewe=8.52, Synergy_HSA=9.07.